This data is from Forward reaction prediction with 1.9M reactions from USPTO patents (1976-2016). The task is: Predict the product of the given reaction. (1) The product is: [Cl:1][C:2]1[CH:7]=[C:6]([C:8]#[C:9][C:10]2[N:14]=[C:13]([CH3:15])[N:12]([C:16]3[CH:21]=[CH:20][C:19]([F:22])=[CH:18][CH:17]=3)[C:11]=2[CH2:23][OH:24])[CH:5]=[CH:4][N:3]=1. Given the reactants [Cl:1][C:2]1[CH:7]=[C:6]([C:8]#[C:9][C:10]2[N:14]=[C:13]([CH3:15])[N:12]([C:16]3[CH:21]=[CH:20][C:19]([F:22])=[CH:18][CH:17]=3)[C:11]=2[CH:23]=[O:24])[CH:5]=[CH:4][N:3]=1.[BH4-].[Na+], predict the reaction product. (2) Given the reactants [CH2:1]([O:3][C:4](C1C=CC(B(O)O)=CC=1)=[O:5])[CH3:2].NC1CC(C(N(CCC)CCC)=O)=CC2C=CC(Br)=CC=2N=1.C[O:38][C:39]([C:41]1[CH:46]=[CH:45][C:44](B(O)O)=[CH:43][CH:42]=1)=[O:40].C(=O)([O-])[O-].[K+].[K+].C(OC([NH:63][C:64]1[CH2:65][C:66]([C:86](=[O:102])[N:87]([CH2:91][CH2:92][CH2:93][O:94][Si](C(C)(C)C)(C)C)[CH2:88][CH2:89][CH3:90])=[CH:67][C:68]2[CH:74]=[CH:73][C:72]([C:75]3[CH:85]=[CH:84][C:78]([C:79](OCC)=O)=[CH:77][CH:76]=3)=[CH:71][C:69]=2[N:70]=1)=O)(C)(C)C, predict the reaction product. The product is: [NH2:63][C:64]1[CH2:65][C:66]([C:86](=[O:102])[N:87]([CH2:91][CH2:92][CH2:93][OH:94])[CH2:88][CH2:89][CH3:90])=[CH:67][C:68]2[CH:74]=[CH:73][C:72]([C:75]3[CH:85]=[CH:84][C:78]([CH2:79][C:4]([O:3][CH2:1][CH3:2])=[O:5])=[CH:77][CH:76]=3)=[CH:71][C:69]=2[N:70]=1.[C:39]([O-:40])(=[O:38])[C:41]1[CH:46]=[CH:45][CH:44]=[CH:43][CH:42]=1. (3) Given the reactants [CH:1]1([CH2:7][C:8]2[S:12][CH:11]=[N:10][C:9]=2[C:13]2[CH:18]=[C:17]([C:19]([CH3:22])([CH3:21])[CH3:20])[CH:16]=[C:15]([C:23]([CH3:26])([CH3:25])[CH3:24])[CH:14]=2)[CH2:6][CH2:5][CH2:4][CH2:3][CH2:2]1.[Li]CCCC.C(Br)(Br)(Br)[Br:33], predict the reaction product. The product is: [Br:33][C:11]1[S:12][C:8]([CH2:7][CH:1]2[CH2:2][CH2:3][CH2:4][CH2:5][CH2:6]2)=[C:9]([C:13]2[CH:18]=[C:17]([C:19]([CH3:20])([CH3:22])[CH3:21])[CH:16]=[C:15]([C:23]([CH3:26])([CH3:25])[CH3:24])[CH:14]=2)[N:10]=1. (4) Given the reactants [CH2:1]([O:3][CH2:4][CH2:5][O:6][C:7]1[CH:12]=[C:11]([CH3:13])[C:10]([C:14]2[CH:19]=[CH:18][CH:17]=[C:16]([CH2:20][NH:21][C:22]3[CH:27]=[CH:26][C:25]([CH2:28][CH2:29][C:30]([OH:32])=O)=[C:24]([F:33])[CH:23]=3)[CH:15]=2)=[C:9]([CH3:34])[CH:8]=1)[CH3:2].C(N1C=CN=C1)(N1C=CN=C1)=O.[C:47]1([CH2:53][S:54]([NH2:57])(=[O:56])=[O:55])[CH:52]=[CH:51][CH:50]=[CH:49][CH:48]=1.C1CCN2C(=NCCC2)CC1, predict the reaction product. The product is: [CH2:53]([S:54]([NH:57][C:30](=[O:32])[CH2:29][CH2:28][C:25]1[CH:26]=[CH:27][C:22]([NH:21][CH2:20][C:16]2[CH:15]=[C:14]([C:10]3[C:9]([CH3:34])=[CH:8][C:7]([O:6][CH2:5][CH2:4][O:3][CH2:1][CH3:2])=[CH:12][C:11]=3[CH3:13])[CH:19]=[CH:18][CH:17]=2)=[CH:23][C:24]=1[F:33])(=[O:56])=[O:55])[C:47]1[CH:52]=[CH:51][CH:50]=[CH:49][CH:48]=1. (5) Given the reactants [C:1]([O:9][CH2:10][CH3:11])(=[O:8])[CH2:2][C:3]([O:5][CH2:6][CH3:7])=[O:4].Br[CH2:13][CH2:14][CH2:15][CH2:16][CH2:17]Br.[O-]CC.[Na+].O, predict the reaction product. The product is: [C:2]1([C:3]([O:5][CH2:6][CH3:7])=[O:4])([C:1]([O:9][CH2:10][CH3:11])=[O:8])[CH2:17][CH2:16][CH2:15][CH2:14][CH2:13]1. (6) Given the reactants [Br:1][C:2]1[N:10]=[C:9]([NH2:11])[N:8]=[C:7]2[C:3]=1[N:4]=[CH:5][NH:6]2.[Br:12][C:13]1[C:18]([CH3:19])=[CH:17][N:16]=[C:15]([CH2:20]Cl)[C:14]=1[CH3:22].C([O-])([O-])=O.[K+].[K+], predict the reaction product. The product is: [Br:1][C:2]1[N:10]=[C:9]([NH2:11])[N:8]=[C:7]2[C:3]=1[N:4]=[CH:5][N:6]2[CH2:20][C:15]1[C:14]([CH3:22])=[C:13]([Br:12])[C:18]([CH3:19])=[CH:17][N:16]=1.